From a dataset of Forward reaction prediction with 1.9M reactions from USPTO patents (1976-2016). Predict the product of the given reaction. Given the reactants [F:1][C:2]1[CH:7]=[C:6]([C:8]2[N:9]([CH2:22][CH2:23][O:24][CH3:25])[C:10]([S:20][CH3:21])=[N:11][C:12]=2[C:13]2[CH:18]=[CH:17][C:16]([F:19])=[CH:15][CH:14]=2)[CH:5]=[CH:4][N:3]=1.[OH:26]O.N, predict the reaction product. The product is: [F:1][C:2]1[CH:7]=[C:6]([C:8]2[N:9]([CH2:22][CH2:23][O:24][CH3:25])[C:10]([S:20]([CH3:21])=[O:26])=[N:11][C:12]=2[C:13]2[CH:14]=[CH:15][C:16]([F:19])=[CH:17][CH:18]=2)[CH:5]=[CH:4][N:3]=1.